From a dataset of Forward reaction prediction with 1.9M reactions from USPTO patents (1976-2016). Predict the product of the given reaction. Given the reactants [OH:1][C:2]1[C:7]([CH3:8])=[C:6]([OH:9])[CH:5]=[CH:4][C:3]=1[C:10](=[O:15])[CH2:11][CH:12]([CH3:14])[CH3:13].[N:16]1[CH:21]=[CH:20][C:19]([S:22][C:23]2[CH:24]=[C:25]([CH2:29]O)[CH:26]=[CH:27][CH:28]=2)=[CH:18][CH:17]=1.C1(P(C2C=CC=CC=2)C2C=CC=CC=2)C=CC=CC=1, predict the reaction product. The product is: [OH:1][C:2]1[C:7]([CH3:8])=[C:6]([O:9][CH2:29][C:25]2[CH:26]=[CH:27][CH:28]=[C:23]([S:22][C:19]3[CH:18]=[CH:17][N:16]=[CH:21][CH:20]=3)[CH:24]=2)[CH:5]=[CH:4][C:3]=1[C:10](=[O:15])[CH2:11][CH:12]([CH3:13])[CH3:14].